This data is from Forward reaction prediction with 1.9M reactions from USPTO patents (1976-2016). The task is: Predict the product of the given reaction. (1) Given the reactants [OH:1][CH2:2][C:3]1[N:4]=[C:5]([C:24]2[CH:29]=[CH:28][C:27]([C:30]([F:33])([F:32])[F:31])=[CH:26][CH:25]=2)[S:6][C:7]=1[CH2:8][S:9][C:10]1[CH:22]=[CH:21][C:13]([O:14][CH2:15][C:16]([O:18][CH2:19][CH3:20])=[O:17])=[C:12]([CH3:23])[CH:11]=1.[CH3:34][C:35]1[O:39][N:38]=[C:37]([C:40]2[CH:41]=[C:42](O)[CH:43]=[CH:44][CH:45]=2)[N:36]=1.C1(P(C2C=CC=CC=2)C2C=CC=CC=2)C=CC=CC=1.CC(OC(/N=N/C(OC(C)C)=O)=O)C, predict the reaction product. The product is: [CH3:23][C:12]1[CH:11]=[C:10]([S:9][CH2:8][C:7]2[S:6][C:5]([C:24]3[CH:25]=[CH:26][C:27]([C:30]([F:32])([F:33])[F:31])=[CH:28][CH:29]=3)=[N:4][C:3]=2[CH2:2][O:1][C:42]2[CH:43]=[CH:44][CH:45]=[C:40]([C:37]3[N:36]=[C:35]([CH3:34])[O:39][N:38]=3)[CH:41]=2)[CH:22]=[CH:21][C:13]=1[O:14][CH2:15][C:16]([O:18][CH2:19][CH3:20])=[O:17]. (2) Given the reactants [OH-].[Na+].[NH2:3][C:4]([CH3:8])([CH3:7])[CH2:5][OH:6].C(Cl)(Cl)Cl.C(C(CC)=[O:16])C.C(N(CC)CC)C.[C:26]1([CH3:32])[CH:31]=[CH:30]C=[CH:28][CH:27]=1, predict the reaction product. The product is: [CH2:31]([C:26]1([CH2:27][CH3:28])[C:32](=[O:16])[O:6][CH2:5][C:4]([CH3:8])([CH3:7])[NH:3]1)[CH3:30]. (3) Given the reactants [NH2:1][CH2:2][CH2:3][C:4]1[N:9]=[C:8]([NH:10][C:11](=[O:17])[O:12][C:13]([CH3:16])([CH3:15])[CH3:14])[CH:7]=[CH:6][CH:5]=1.F[C:19]1[CH:24]=[CH:23][C:22]([N+:25]([O-:27])=[O:26])=[CH:21][CH:20]=1.C(N(CC)CC)C.O, predict the reaction product. The product is: [N+:25]([C:22]1[CH:23]=[CH:24][C:19]([NH:1][CH2:2][CH2:3][C:4]2[N:9]=[C:8]([NH:10][C:11](=[O:17])[O:12][C:13]([CH3:14])([CH3:16])[CH3:15])[CH:7]=[CH:6][CH:5]=2)=[CH:20][CH:21]=1)([O-:27])=[O:26]. (4) Given the reactants [CH3:1][O:2][C:3]1[N:7]([CH2:8][C:9]2[CH:14]=[CH:13][C:12]([C:15]3[CH:20]=[CH:19][CH:18]=[CH:17][C:16]=3[C:21]3[NH:25][N:24]=[N:23][N:22]=3)=[CH:11][CH:10]=2)[C:6]2[C:26]([C:30]([O:32]C)=[O:31])=[CH:27][CH:28]=[CH:29][C:5]=2[N:4]=1.[OH-].[Na+], predict the reaction product. The product is: [CH3:1][O:2][C:3]1[N:7]([CH2:8][C:9]2[CH:10]=[CH:11][C:12]([C:15]3[CH:20]=[CH:19][CH:18]=[CH:17][C:16]=3[C:21]3[NH:25][N:24]=[N:23][N:22]=3)=[CH:13][CH:14]=2)[C:6]2[C:26]([C:30]([OH:32])=[O:31])=[CH:27][CH:28]=[CH:29][C:5]=2[N:4]=1. (5) Given the reactants Cl.[Cl:2][C:3]1[CH:4]=[C:5]([CH:10]([CH:16]2[CH2:19][N:18](C(OC(C)(C)C)=O)[CH2:17]2)CS(C)(=O)=O)[CH:6]=[CH:7][C:8]=1[Cl:9].[CH3:27][OH:28], predict the reaction product. The product is: [ClH:2].[CH:27]1([O:28][CH:10]([C:5]2[CH:6]=[CH:7][C:8]([Cl:9])=[C:3]([Cl:2])[CH:4]=2)[CH:16]2[CH2:17][NH:18][CH2:19]2)[CH2:7][CH2:8][CH2:3][CH2:4]1.